Dataset: Forward reaction prediction with 1.9M reactions from USPTO patents (1976-2016). Task: Predict the product of the given reaction. (1) Given the reactants Cl.[NH:2]1[CH2:7][CH2:6][CH:5]([CH2:8][O:9][C:10]2[CH:15]=[CH:14][C:13]([C:16]3[CH:21]=[CH:20][C:19]([OH:22])=[CH:18][CH:17]=3)=[CH:12][CH:11]=2)[CH2:4][CH2:3]1.[F:23][C:24]([F:33])([F:32])[C:25]1([C:29](O)=[O:30])[CH2:28][CH2:27][CH2:26]1.C1CN([P+](ON2N=NC3[CH:54]=[CH:55][CH:56]=[CH:57][C:52]2=3)(N2CCCC2)N2CCCC2)CC1.F[P-](F)(F)(F)(F)F.CCN(C(C)C)C(C)C.[OH2:76], predict the reaction product. The product is: [F:23][C:24]([F:33])([F:32])[C:55]1([C:54]([O:22][C:19]2[CH:18]=[CH:17][C:16]([C:13]3[CH:14]=[CH:15][C:10]([O:9][CH2:8][CH:5]4[CH2:4][CH2:3][N:2]([C:29]([C:25]5([C:24]([F:33])([F:32])[F:23])[CH2:28][CH2:27][CH2:26]5)=[O:30])[CH2:7][CH2:6]4)=[CH:11][CH:12]=3)=[CH:21][CH:20]=2)=[O:76])[CH2:56][CH2:57][CH2:52]1. (2) Given the reactants [C:1]([C:5]1[CH:10]=[CH:9][C:8]([C:11]2[N:12]([C:30](Cl)=[O:31])[C@H:13]([C:23]3[CH:28]=[CH:27][C:26]([Cl:29])=[CH:25][CH:24]=3)[C@H:14]([C:16]3[CH:21]=[CH:20][C:19]([Cl:22])=[CH:18][CH:17]=3)[N:15]=2)=[C:7]([O:33][CH2:34][CH3:35])[CH:6]=1)([CH3:4])([CH3:3])[CH3:2].[N:36]1([CH2:42][C:43]#[N:44])[CH2:41][CH2:40][NH:39][CH2:38][CH2:37]1, predict the reaction product. The product is: [ClH:22].[C:1]([C:5]1[CH:10]=[CH:9][C:8]([C:11]2[N:12]([C:30]([N:39]3[CH2:40][CH2:41][N:36]([CH2:42][C:43]#[N:44])[CH2:37][CH2:38]3)=[O:31])[C@H:13]([C:23]3[CH:28]=[CH:27][C:26]([Cl:29])=[CH:25][CH:24]=3)[C@H:14]([C:16]3[CH:21]=[CH:20][C:19]([Cl:22])=[CH:18][CH:17]=3)[N:15]=2)=[C:7]([O:33][CH2:34][CH3:35])[CH:6]=1)([CH3:2])([CH3:4])[CH3:3].